This data is from Forward reaction prediction with 1.9M reactions from USPTO patents (1976-2016). The task is: Predict the product of the given reaction. (1) Given the reactants [Br:1][C:2]1[CH:7]=[CH:6][C:5]([C:8]([N:10]2[CH2:14][CH2:13][C@@H:12](OS(C)(=O)=O)[CH2:11]2)=[O:9])=[CH:4][CH:3]=1.[CH3:20][O:21][CH2:22][CH2:23][NH:24][CH3:25], predict the reaction product. The product is: [Br:1][C:2]1[CH:7]=[CH:6][C:5]([C:8]([N:10]2[CH2:14][CH2:13][C@H:12]([N:24]([CH2:23][CH2:22][O:21][CH3:20])[CH3:25])[CH2:11]2)=[O:9])=[CH:4][CH:3]=1. (2) Given the reactants Cl.[Cl:2][C:3]1[C:4]([F:19])=[C:5]([CH:16]=[CH:17][CH:18]=1)[CH2:6][NH:7][C:8]([C@@H:10]1[CH2:14][C@@H:13]([F:15])[CH2:12][NH:11]1)=[O:9].[C:20]([C:23]1[C:31]2[C:26](=[CH:27][CH:28]=[C:29]([OH:32])[CH:30]=2)[N:25]([CH2:33][C:34](O)=[O:35])[CH:24]=1)(=[O:22])[CH3:21].CN(C(ON1N=NC2C=CC=NC1=2)=[N+](C)C)C.F[P-](F)(F)(F)(F)F.CCN(C(C)C)C(C)C, predict the reaction product. The product is: [C:20]([C:23]1[C:31]2[C:26](=[CH:27][CH:28]=[C:29]([OH:32])[CH:30]=2)[N:25]([CH2:33][C:34]([N:11]2[CH2:12][C@H:13]([F:15])[CH2:14][C@H:10]2[C:8]([NH:7][CH2:6][C:5]2[CH:16]=[CH:17][CH:18]=[C:3]([Cl:2])[C:4]=2[F:19])=[O:9])=[O:35])[CH:24]=1)(=[O:22])[CH3:21]. (3) Given the reactants Br[C:2]1[CH:10]=[CH:9][CH:8]=[C:7]2[C:3]=1[CH2:4][CH2:5][N:6]2[S:11]([C:14]1[CH:19]=[C:18]([CH3:20])[CH:17]=[CH:16][C:15]=1[O:21][CH3:22])(=[O:13])=[O:12].[CH2:23]([Sn](CCCC)(CCCC)C=C)[CH2:24]CC, predict the reaction product. The product is: [CH3:22][O:21][C:15]1[CH:16]=[CH:17][C:18]([CH3:20])=[CH:19][C:14]=1[S:11]([N:6]1[C:7]2[C:3](=[C:2]([CH:23]=[CH2:24])[CH:10]=[CH:9][CH:8]=2)[CH2:4][CH2:5]1)(=[O:13])=[O:12]. (4) Given the reactants [C:1]1([C@H:11]([NH:13][C@H:14]2[CH2:18][CH2:17][C@@H:16]([C:19]3[CH:24]=[CH:23][C:22]([N+:25]([O-])=O)=[CH:21][CH:20]=3)[CH2:15]2)[CH3:12])[C:10]2[C:5](=[CH:6][CH:7]=[CH:8][CH:9]=2)[CH:4]=[CH:3][CH:2]=1.[H][H], predict the reaction product. The product is: [C:1]1([C@H:11]([NH:13][C@H:14]2[CH2:18][CH2:17][C@@H:16]([C:19]3[CH:20]=[CH:21][C:22]([NH2:25])=[CH:23][CH:24]=3)[CH2:15]2)[CH3:12])[C:10]2[C:5](=[CH:6][CH:7]=[CH:8][CH:9]=2)[CH:4]=[CH:3][CH:2]=1.